This data is from Forward reaction prediction with 1.9M reactions from USPTO patents (1976-2016). The task is: Predict the product of the given reaction. (1) Given the reactants [CH3:1][N:2]1[CH2:7][CH2:6][N:5]([CH2:8][CH2:9][O:10][C:11]2[CH:16]=[CH:15][C:14]([NH2:17])=[CH:13][CH:12]=2)[CH2:4][CH2:3]1.Cl[C:19]1[N:24]=[CH:23][N:22]=[C:21]([NH:25][CH2:26]C)[CH:20]=1, predict the reaction product. The product is: [CH3:26][NH:25][C:21]1[CH:20]=[C:19]([NH:17][C:14]2[CH:15]=[CH:16][C:11]([O:10][CH2:9][CH2:8][N:5]3[CH2:6][CH2:7][N:2]([CH3:1])[CH2:3][CH2:4]3)=[CH:12][CH:13]=2)[N:24]=[CH:23][N:22]=1. (2) Given the reactants FC1(F)CC1CN1CCN(C2SC(C(OCC)=O)=C(C)N=2)C1=O.[CH3:24][C:25]1[N:26]=[C:27]([N:35]2[CH2:39][CH2:38][N:37]([CH2:40][C:41]3[CH:46]=[CH:45][C:44]([C:47]([F:50])([F:49])[F:48])=[CH:43][CH:42]=3)[C:36]2=[O:51])[S:28][C:29]=1[C:30]([O:32]CC)=[O:31], predict the reaction product. The product is: [CH3:24][C:25]1[N:26]=[C:27]([N:35]2[CH2:39][CH2:38][N:37]([CH2:40][C:41]3[CH:46]=[CH:45][C:44]([C:47]([F:50])([F:49])[F:48])=[CH:43][CH:42]=3)[C:36]2=[O:51])[S:28][C:29]=1[C:30]([OH:32])=[O:31]. (3) Given the reactants [NH2:1][CH2:2][C:3]1[CH:22]=[CH:21][C:6]([C:7]([NH:9][CH2:10][CH2:11][CH2:12][CH2:13][N:14]([CH2:18][CH2:19][CH3:20])[CH2:15][CH2:16][CH3:17])=[O:8])=[CH:5][CH:4]=1.C(OC)(OC)OC.[CH3:30][N:31]1[CH:35]=[CH:34][N:33]=[C:32]1[CH:36]=O.[BH4-].[Na+], predict the reaction product. The product is: [CH2:18]([N:14]([CH2:15][CH2:16][CH3:17])[CH2:13][CH2:12][CH2:11][CH2:10][NH:9][C:7](=[O:8])[C:6]1[CH:21]=[CH:22][C:3]([CH2:2][NH:1][CH2:36][C:32]2[N:31]([CH3:30])[CH:35]=[CH:34][N:33]=2)=[CH:4][CH:5]=1)[CH2:19][CH3:20]. (4) Given the reactants [CH2:1]([O:8][C:9]1[CH:10]=[C:11]2[C:15](=[CH:16][CH:17]=1)[NH:14][CH:13]=[CH:12]2)[C:2]1[CH:7]=[CH:6][CH:5]=[CH:4][CH:3]=1.[H-].[Na+].Cl[CH2:21][C:22]1[CH:41]=[CH:40][C:25]([CH2:26][O:27][C:28]2[CH:33]=[CH:32][C:31]([CH2:34][CH2:35][C:36]([O:38]C)=[O:37])=[CH:30][CH:29]=2)=[CH:24][CH:23]=1.[OH-].[Na+], predict the reaction product. The product is: [CH2:1]([O:8][C:9]1[CH:10]=[C:11]2[C:15](=[CH:16][CH:17]=1)[N:14]([CH2:21][C:22]1[CH:41]=[CH:40][C:25]([CH2:26][O:27][C:28]3[CH:33]=[CH:32][C:31]([CH2:34][CH2:35][C:36]([OH:38])=[O:37])=[CH:30][CH:29]=3)=[CH:24][CH:23]=1)[CH:13]=[CH:12]2)[C:2]1[CH:3]=[CH:4][CH:5]=[CH:6][CH:7]=1.